From a dataset of Full USPTO retrosynthesis dataset with 1.9M reactions from patents (1976-2016). Predict the reactants needed to synthesize the given product. (1) Given the product [Cl:1][C:2]1[CH:21]=[CH:20][C:5]([C:6]([N:8]2[CH2:14][C:13]3[CH:15]=[CH:16][CH:17]=[CH:18][C:12]=3[N:11]([CH2:30][C:29]3[CH:32]=[CH:33][C:26]([C:24]#[N:25])=[CH:27][CH:28]=3)[C:10](=[O:19])[CH2:9]2)=[O:7])=[CH:4][CH:3]=1, predict the reactants needed to synthesize it. The reactants are: [Cl:1][C:2]1[CH:21]=[CH:20][C:5]([C:6]([N:8]2[CH2:14][C:13]3[CH:15]=[CH:16][CH:17]=[CH:18][C:12]=3[NH:11][C:10](=[O:19])[CH2:9]2)=[O:7])=[CH:4][CH:3]=1.[H-].[Na+].[C:24]([C:26]1[CH:33]=[CH:32][C:29]([CH2:30]Br)=[CH:28][CH:27]=1)#[N:25].C(OCC)(=O)C. (2) The reactants are: [Cl:1][C:2]1[CH:7]=[C:6](Cl)[N:5]2[N:9]=[C:10]([C:12]3[CH:17]=[CH:16][CH:15]=[CH:14][CH:13]=3)[CH:11]=[C:4]2[N:3]=1.[S:18]1[CH2:22][CH2:21][NH:20][CH2:19]1. Given the product [Cl:1][C:2]1[CH:7]=[C:6]([N:20]2[CH2:21][CH2:22][S:18][CH2:19]2)[N:5]2[N:9]=[C:10]([C:12]3[CH:17]=[CH:16][CH:15]=[CH:14][CH:13]=3)[CH:11]=[C:4]2[N:3]=1, predict the reactants needed to synthesize it. (3) Given the product [C:12]1([N:18]2[CH2:19][CH2:20][N:21]([C:24]([O:9][CH2:8][C@@H:4]3[O:5][CH2:6][CH2:7][N:2]([CH3:1])[CH2:3]3)=[O:25])[CH2:22][CH2:23]2)[CH:13]=[CH:14][CH:15]=[CH:16][CH:17]=1, predict the reactants needed to synthesize it. The reactants are: [CH3:1][N:2]1[CH2:7][CH2:6][O:5][C@@H:4]([CH2:8][OH:9])[CH2:3]1.[H-].[Na+].[C:12]1([N:18]2[CH2:23][CH2:22][N:21]([C:24](OC3C=CC([N+]([O-])=O)=CC=3)=[O:25])[CH2:20][CH2:19]2)[CH:17]=[CH:16][CH:15]=[CH:14][CH:13]=1. (4) Given the product [CH2:34]([N:12]([CH2:13][C:14]1[CH:15]=[CH:16][C:17]([C:20]#[C:21][C:22]2[CH:27]=[CH:26][C:25]([C:28]([F:31])([F:29])[F:30])=[CH:24][CH:23]=2)=[CH:18][CH:19]=1)[C:10]1[CH:9]=[CH:8][C:6]2[O:7][C:2]([CH3:33])([CH3:1])[O:3][C:4](=[O:32])[C:5]=2[CH:11]=1)[CH2:35][CH2:36][CH2:37][CH2:38][CH3:39], predict the reactants needed to synthesize it. The reactants are: [CH3:1][C:2]1([CH3:33])[O:7][C:6]2[CH:8]=[CH:9][C:10]([NH:12][CH2:13][C:14]3[CH:19]=[CH:18][C:17]([C:20]#[C:21][C:22]4[CH:27]=[CH:26][C:25]([C:28]([F:31])([F:30])[F:29])=[CH:24][CH:23]=4)=[CH:16][CH:15]=3)=[CH:11][C:5]=2[C:4](=[O:32])[O:3]1.[CH:34](=O)[CH2:35][CH2:36][CH2:37][CH2:38][CH3:39]. (5) Given the product [CH2:1]([NH:3][C:4](=[O:23])[C:5]1[CH:10]=[C:9]([C:11]2[CH:19]=[C:18]3[C:14]([C:15]([C:29]4[CH:30]=[CH:31][C:26]([C:25]([F:36])([F:35])[F:24])=[CH:27][CH:28]=4)=[N:16][NH:17]3)=[CH:13][CH:12]=2)[C:8]([CH3:21])=[C:7]([F:22])[CH:6]=1)[CH3:2], predict the reactants needed to synthesize it. The reactants are: [CH2:1]([NH:3][C:4](=[O:23])[C:5]1[CH:10]=[C:9]([C:11]2[CH:19]=[C:18]3[C:14]([C:15](I)=[N:16][NH:17]3)=[CH:13][CH:12]=2)[C:8]([CH3:21])=[C:7]([F:22])[CH:6]=1)[CH3:2].[F:24][C:25]([F:36])([F:35])[C:26]1[CH:31]=[CH:30][C:29](B(O)O)=[CH:28][CH:27]=1.C(=O)([O-])O.[Na+]. (6) Given the product [CH2:16]([N:23]1[CH2:13][CH2:14][CH:8]([C:5]2[CH:6]=[CH:7][C:2]([Br:1])=[CH:3][CH:4]=2)[CH2:9][CH2:10]1)[C:17]1[CH:22]=[CH:21][CH:20]=[CH:19][CH:18]=1, predict the reactants needed to synthesize it. The reactants are: [Br:1][C:2]1[CH:7]=[CH:6][C:5]([CH:8]2[CH2:14][C:13](=O)O[C:10](=O)[CH2:9]2)=[CH:4][CH:3]=1.[CH2:16]([NH2:23])[C:17]1[CH:22]=[CH:21][CH:20]=[CH:19][CH:18]=1. (7) The reactants are: [NH2:1][C:2]1[C:7]([F:8])=[C:6]([CH2:9][CH2:10][CH3:11])[N:5]=[C:4]([CH:12]=[O:13])[CH:3]=1.[Cl:14]N1C(C)(C)C(=O)N(Cl)C1=O. Given the product [NH2:1][C:2]1[C:7]([F:8])=[C:6]([CH2:9][CH2:10][CH3:11])[N:5]=[C:4]([CH:12]=[O:13])[C:3]=1[Cl:14], predict the reactants needed to synthesize it. (8) Given the product [CH3:10][O:9][C:7](=[O:8])[C:6]1[CH:11]=[CH:12][C:3]([CH2:2][N:13]2[C:17]3[CH:18]=[CH:19][CH:20]=[CH:21][C:16]=3[NH:15][C:14]2=[O:22])=[CH:4][CH:5]=1, predict the reactants needed to synthesize it. The reactants are: Br[CH2:2][C:3]1[CH:12]=[CH:11][C:6]([C:7]([O:9][CH3:10])=[O:8])=[CH:5][CH:4]=1.[NH:13]1[C:17]2[CH:18]=[CH:19][CH:20]=[CH:21][C:16]=2[NH:15][C:14]1=[O:22].C([O-])([O-])=O.[K+].[K+].O. (9) Given the product [CH2:1]([O:3][P:4]([O-:9])([O-:6])=[O:5])[CH3:2].[Al+3:20].[CH2:1]([O:3][P:4]([O-:9])([O-:6])=[O:5])[CH3:2].[CH2:1]([O:3][P:4]([O-:9])([O-:6])=[O:5])[CH3:2].[Al+3:20], predict the reactants needed to synthesize it. The reactants are: [CH2:1]([O:3][P:4]([O:9]CC)([O:6]CC)=[O:5])[CH3:2].[OH-].[Na+].O.S([O-])([O-])(=O)=O.[Al+3:20].S([O-])([O-])(=O)=O.S([O-])([O-])(=O)=O.[Al+3]. (10) Given the product [NH:4]1[CH2:5][CH:6]=[C:7]([C:10]2[CH:19]=[C:18]3[C:13]([C:14](=[O:27])[C:15]4[C:25](=[O:26])[NH:24][S:23][C:16]=4[N:17]3[CH:20]3[CH2:22][CH2:21]3)=[CH:12][C:11]=2[F:28])[CH2:8][CH2:9]1, predict the reactants needed to synthesize it. The reactants are: C([N:4]1[CH2:9][CH:8]=[C:7]([C:10]2[CH:19]=[C:18]3[C:13]([C:14](=[O:27])[C:15]4[C:25](=[O:26])[NH:24][S:23][C:16]=4[N:17]3[CH:20]3[CH2:22][CH2:21]3)=[CH:12][C:11]=2[F:28])[CH2:6][CH2:5]1)(=O)C.